Task: Predict the reaction yield, written as a fraction of the theoretical maximum amount of product (1.0 means a 100% yield; for example, 0.34 means a 34% yield).. Dataset: Reaction yield outcomes from USPTO patents with 853,638 reactions The reactants are [CH2:1]([C:3]1[N:7]([C:8]2[CH:13]=[CH:12][C:11]([CH2:14][CH2:15][NH:16][C:17]([NH:19][S:20]([C:23]3[CH:28]=[CH:27][C:26]([CH3:29])=[CH:25][CH:24]=3)(=[O:22])=[O:21])=[O:18])=[CH:10][CH:9]=2)[C:6]2[CH:30]=[CH:31][C:32]([CH:34]([OH:36])[CH3:35])=[CH:33][C:5]=2[N:4]=1)[CH3:2].S(Cl)(Cl)=O.[CH2:41](N(CC)CC)C. The catalyst is C(Cl)Cl. The product is [CH2:1]([C:3]1[N:7]([C:8]2[CH:13]=[CH:12][C:11]([CH2:14][CH2:15][NH:16][C:17]([NH:19][S:20]([C:23]3[CH:28]=[CH:27][C:26]([CH3:29])=[CH:25][CH:24]=3)(=[O:22])=[O:21])=[O:18])=[CH:10][CH:9]=2)[C:6]2[CH:30]=[CH:31][C:32]([CH:34]([O:36][CH3:41])[CH3:35])=[CH:33][C:5]=2[N:4]=1)[CH3:2]. The yield is 0.890.